Regression. Given a peptide amino acid sequence and an MHC pseudo amino acid sequence, predict their binding affinity value. This is MHC class I binding data. From a dataset of Peptide-MHC class I binding affinity with 185,985 pairs from IEDB/IMGT. (1) The peptide sequence is ISDPLTSGL. The MHC is HLA-A02:03 with pseudo-sequence HLA-A02:03. The binding affinity (normalized) is 0.322. (2) The peptide sequence is KGIKPYYPEH. The MHC is Patr-A0301 with pseudo-sequence Patr-A0301. The binding affinity (normalized) is 0. (3) The peptide sequence is RPDTRHLRV. The MHC is H-2-Kb with pseudo-sequence H-2-Kb. The binding affinity (normalized) is 0.0493. (4) The peptide sequence is IIGLLKIFR. The MHC is HLA-A01:01 with pseudo-sequence HLA-A01:01. The binding affinity (normalized) is 0.0847. (5) The peptide sequence is FQAGWEDPT. The binding affinity (normalized) is 0.0847. The MHC is HLA-A02:03 with pseudo-sequence HLA-A02:03. (6) The peptide sequence is FLLGLLVHV. The MHC is HLA-A68:02 with pseudo-sequence HLA-A68:02. The binding affinity (normalized) is 0.524.